The task is: Predict the reaction yield, written as a fraction of the theoretical maximum amount of product (1.0 means a 100% yield; for example, 0.34 means a 34% yield).. This data is from Reaction yield outcomes from USPTO patents with 853,638 reactions. The reactants are [NH2:1][C:2]1[C:10]([OH:11])=[CH:9][CH:8]=[CH:7][C:3]=1[C:4]([OH:6])=O.CCN=C=NCCCN(C)C.OC1C2N=NNC=2C=CC=1.[F:33][C:34]([F:50])([F:49])[C:35]1[CH:40]=[CH:39][C:38]([CH2:41][NH2:42])=[C:37]([N:43]2[CH2:48][CH2:47][CH2:46][CH2:45][CH2:44]2)[CH:36]=1. The catalyst is CN(C=O)C. The product is [F:49][C:34]([F:33])([F:50])[C:35]1[CH:40]=[CH:39][C:38]([CH2:41][NH:42][C:4](=[O:6])[C:3]2[CH:7]=[CH:8][CH:9]=[C:10]([OH:11])[C:2]=2[NH2:1])=[C:37]([N:43]2[CH2:48][CH2:47][CH2:46][CH2:45][CH2:44]2)[CH:36]=1. The yield is 0.625.